Dataset: Catalyst prediction with 721,799 reactions and 888 catalyst types from USPTO. Task: Predict which catalyst facilitates the given reaction. Reactant: Cl.Cl.[CH2:3]([CH:5]1[C:10]2=[N:11][CH:12]=[CH:13][N:14]=[C:9]2[CH2:8][CH2:7][NH:6]1)[CH3:4].C(N(CC)C(C)C)(C)C.[C:24]([O:28][C:29]([NH:31][C@H:32]([CH2:37][C:38]1[CH:43]=[C:42]([F:44])[C:41]([F:45])=[CH:40][C:39]=1[F:46])[CH2:33][C:34](O)=[O:35])=[O:30])([CH3:27])([CH3:26])[CH3:25].ON1C2C=CC=CC=2N=N1.Cl.CN(C)CCCN=C=NCC. Product: [C:24]([O:28][C:29]([NH:31][C@H:32]([CH2:37][C:38]1[CH:43]=[C:42]([F:44])[C:41]([F:45])=[CH:40][C:39]=1[F:46])[CH2:33][C:34]([N:6]1[CH2:7][CH2:8][C:9]2[C:10](=[N:11][CH:12]=[CH:13][N:14]=2)[CH:5]1[CH2:3][CH3:4])=[O:35])=[O:30])([CH3:27])([CH3:25])[CH3:26]. The catalyst class is: 9.